Dataset: Merck oncology drug combination screen with 23,052 pairs across 39 cell lines. Task: Regression. Given two drug SMILES strings and cell line genomic features, predict the synergy score measuring deviation from expected non-interaction effect. (1) Drug 2: N#Cc1ccc(Cn2cncc2CN2CCN(c3cccc(Cl)c3)C(=O)C2)cc1. Synergy scores: synergy=-3.95. Drug 1: CC1CC2C3CCC4=CC(=O)C=CC4(C)C3(F)C(O)CC2(C)C1(O)C(=O)CO. Cell line: HT144. (2) Drug 1: CN(C)C(=N)N=C(N)N. Drug 2: COC1=C2CC(C)CC(OC)C(O)C(C)C=C(C)C(OC(N)=O)C(OC)C=CC=C(C)C(=O)NC(=CC1=O)C2=O. Cell line: HT29. Synergy scores: synergy=-10.6. (3) Drug 1: O=C(O)C1(Cc2cccc(Nc3nccs3)n2)CCC(Oc2cccc(Cl)c2F)CC1. Drug 2: CC1(c2nc3c(C(N)=O)cccc3[nH]2)CCCN1. Cell line: OVCAR3. Synergy scores: synergy=14.7. (4) Drug 1: COC1CC2CCC(C)C(O)(O2)C(=O)C(=O)N2CCCCC2C(=O)OC(C(C)CC2CCC(OP(C)(C)=O)C(OC)C2)CC(=O)C(C)C=C(C)C(O)C(OC)C(=O)C(C)CC(C)C=CC=CC=C1C. Drug 2: NC1CCCCC1N.O=C(O)C(=O)O.[Pt+2]. Cell line: SW837. Synergy scores: synergy=6.64. (5) Drug 1: Cn1nnc2c(C(N)=O)ncn2c1=O. Drug 2: CS(=O)(=O)CCNCc1ccc(-c2ccc3ncnc(Nc4ccc(OCc5cccc(F)c5)c(Cl)c4)c3c2)o1. Cell line: OVCAR3. Synergy scores: synergy=22.7. (6) Cell line: KPL1. Drug 2: CC1(c2nc3c(C(N)=O)cccc3[nH]2)CCCN1. Synergy scores: synergy=12.8. Drug 1: N.N.O=C(O)C1(C(=O)O)CCC1.[Pt].